From a dataset of Forward reaction prediction with 1.9M reactions from USPTO patents (1976-2016). Predict the product of the given reaction. (1) Given the reactants [Cl-].[CH3:2][O:3][C:4](=[O:14])[C@H:5]([C:7]1[CH:12]=[CH:11][CH:10]=[CH:9][C:8]=1[CH3:13])[NH3+:6].C([O-])(O)=O.[Na+].[C:20](O[C:20]([O:22][C:23]([CH3:26])([CH3:25])[CH3:24])=[O:21])([O:22][C:23]([CH3:26])([CH3:25])[CH3:24])=[O:21].CCOC(C)=O, predict the reaction product. The product is: [C:23]([O:22][C:20]([NH:6][C@@H:5]([C:7]1[CH:12]=[CH:11][CH:10]=[CH:9][C:8]=1[CH3:13])[C:4]([O:3][CH3:2])=[O:14])=[O:21])([CH3:26])([CH3:25])[CH3:24]. (2) Given the reactants [CH3:1][O:2][C:3](=[O:16])[CH2:4][O:5][C:6]1[CH:11]=[C:10]([CH3:12])[C:9]([SH:13])=[C:8]([O:14][CH3:15])[CH:7]=1.Cl[CH2:18][C:19]1[S:23][C:22]([C:24]2[CH:29]=[CH:28][C:27]([C:30]([F:33])([F:32])[F:31])=[CH:26][CH:25]=2)=[N:21][C:20]=1[CH3:34], predict the reaction product. The product is: [CH3:1][O:2][C:3](=[O:16])[CH2:4][O:5][C:6]1[CH:11]=[C:10]([CH3:12])[C:9]([S:13][CH2:18][C:19]2[S:23][C:22]([C:24]3[CH:25]=[CH:26][C:27]([C:30]([F:33])([F:31])[F:32])=[CH:28][CH:29]=3)=[N:21][C:20]=2[CH3:34])=[C:8]([O:14][CH3:15])[CH:7]=1.